Dataset: Reaction yield outcomes from USPTO patents with 853,638 reactions. Task: Predict the reaction yield, written as a fraction of the theoretical maximum amount of product (1.0 means a 100% yield; for example, 0.34 means a 34% yield). (1) No catalyst specified. The yield is 0.580. The product is [F:26][C:27]1[CH:28]=[C:29]([CH2:33][CH2:34][N:35]2[C:12](=[O:11])[C:7]3[C:8](=[C:3]([C:2]([F:1])([F:25])[F:24])[CH:4]=[CH:5][CH:6]=3)[N:9]=[C:10]2[C:14]2[CH:19]=[CH:18][CH:17]=[CH:16][C:15]=2[OH:20])[CH:30]=[CH:31][CH:32]=1. The reactants are [F:1][C:2]([F:25])([F:24])[C:3]1[C:8]2[N:9]=[C:10]([C:14]3[CH:19]=[CH:18][CH:17]=[CH:16][C:15]=3[O:20]C(=O)C)[O:11][C:12](=O)[C:7]=2[CH:6]=[CH:5][CH:4]=1.[F:26][C:27]1[CH:28]=[C:29]([CH2:33][CH2:34][NH2:35])[CH:30]=[CH:31][CH:32]=1. (2) The catalyst is [Pd].C(O)(=O)C. The product is [NH2:1][C:4]1[CH:9]=[CH:8][CH:7]=[CH:6][C:5]=1[CH2:10][C:11]#[N:12]. The reactants are [N+:1]([C:4]1[CH:9]=[CH:8][CH:7]=[CH:6][C:5]=1[CH2:10][C:11]#[N:12])([O-])=O. The yield is 0.550. (3) The reactants are [C:1]([O:5][C@@H:6]([C:11]1[C:40]([CH3:41])=[CH:39][C:38]2=[N:42][C:35]3=[CH:36][N:37]2[C:12]=1[N:13]1[CH2:48][CH2:47][C:16]([CH3:49])([O:17][CH2:18][CH:19]=[CH:20][CH2:21][C@H:22]([CH3:46])[O:23][C:24]2[CH:25]=[C:26]([F:45])[C:27]([F:44])=[CH:28][C:29]=2[C:30]2[CH:43]=[C:34]3[CH:33]=[CH:32][CH:31]=2)[CH2:15][CH2:14]1)[C:7]([O:9][CH3:10])=[O:8])([CH3:4])([CH3:3])[CH3:2].C(O[C@@H](C1C(C)=CC2=NC3=CN2C=1N1CCC(C)(OCCCC[C@H](C)OC2C=C(F)C=CC=2C2C=C3C=CC=2)CC1)C(OC)=O)(C)(C)C. No catalyst specified. The product is [C:1]([O:5][C@@H:6]([C:11]1[C:40]([CH3:41])=[CH:39][C:38]2=[N:42][C:35]3=[CH:36][N:37]2[C:12]=1[N:13]1[CH2:14][CH2:15][C:16]([CH3:49])([O:17][CH2:18][CH2:19][CH2:20][CH2:21][C@H:22]([CH3:46])[O:23][C:24]2[CH:25]=[C:26]([F:45])[C:27]([F:44])=[CH:28][C:29]=2[C:30]2[CH:43]=[C:34]3[CH:33]=[CH:32][CH:31]=2)[CH2:47][CH2:48]1)[C:7]([O:9][CH3:10])=[O:8])([CH3:4])([CH3:2])[CH3:3]. The yield is 0.750. (4) The reactants are Cl[CH2:2][CH2:3][CH2:4][N:5]1[CH:13]=[C:12]2[C:7]([N:8]=[C:9]([C:27]3[CH:32]=[CH:31][C:30]([F:33])=[CH:29][CH:28]=3)[C:10]([C:21]3[CH:26]=[CH:25][N:24]=[CH:23][CH:22]=3)=[C:11]2[C:14]2[CH:19]=[CH:18][C:17]([F:20])=[CH:16][CH:15]=2)=[N:6]1.[C:34](#[N:36])C. The catalyst is CN.CCO. The product is [CH3:34][NH:36][CH2:2][CH2:3][CH2:4][N:5]1[CH:13]=[C:12]2[C:7]([N:8]=[C:9]([C:27]3[CH:32]=[CH:31][C:30]([F:33])=[CH:29][CH:28]=3)[C:10]([C:21]3[CH:26]=[CH:25][N:24]=[CH:23][CH:22]=3)=[C:11]2[C:14]2[CH:19]=[CH:18][C:17]([F:20])=[CH:16][CH:15]=2)=[N:6]1. The yield is 0.290. (5) The catalyst is C1COCC1.CCOC(C)=O. The reactants are [CH3:1][O:2][C:3](=[O:21])[C@@H:4]([NH:9][C:10](=[O:20])[C:11]1[CH:16]=[CH:15][C:14]([O:17][CH3:18])=[CH:13][C:12]=1[NH2:19])[CH2:5][CH2:6][CH2:7][CH3:8].Cl[C:23](OC(Cl)(Cl)Cl)=[O:24]. The product is [CH3:1][O:2][C:3](=[O:21])[C@@H:4]([N:9]1[C:10](=[O:20])[C:11]2[C:12](=[CH:13][C:14]([O:17][CH3:18])=[CH:15][CH:16]=2)[NH:19][C:23]1=[O:24])[CH2:5][CH2:6][CH2:7][CH3:8]. The yield is 0.980. (6) The reactants are [CH3:1][O:2][CH2:3][CH:4]1[O:6][CH2:5]1.C(=O)([O-])[O-].[K+].[K+].F[C:14]1[CH:19]=[C:18]([F:20])[C:17]([N+:21]([O-:23])=[O:22])=[CH:16][C:15]=1[NH:24][S:25]([C:28]1[CH:33]=[CH:32][C:31]([F:34])=[CH:30][CH:29]=1)(=[O:27])=[O:26]. The catalyst is CC#N.CCOC(C)=O. The product is [F:20][C:18]1[C:17]([N+:21]([O-:23])=[O:22])=[CH:16][C:15]2[N:24]([S:25]([C:28]3[CH:33]=[CH:32][C:31]([F:34])=[CH:30][CH:29]=3)(=[O:27])=[O:26])[CH2:5][CH:4]([CH2:3][O:2][CH3:1])[O:6][C:14]=2[CH:19]=1. The yield is 0.420. (7) The reactants are [C:1]([O:4][C:5](=O)[CH3:6])(=[O:3])[CH3:2].[CH3:8][O:9][C:10]1[CH:15]=[C:14]([O:16][CH3:17])[N:13]=[C:12]([NH:18][C:19]([NH:21][S:22]([C:25]2[CH:30]=[C:29]([CH2:31][NH:32][S:33]([CH3:36])(=[O:35])=[O:34])[CH:28]=[CH:27]C=2CO)(=[O:24])=[O:23])=[O:20])[N:11]=1.C(N(CC)CC)C. The catalyst is C(Cl)Cl. The product is [CH3:17][O:16][C:14]1[CH:15]=[C:10]([O:9][CH3:8])[N:11]=[C:12]([NH:18][C:19]([NH:21][S:22]([C:25]2[CH:30]=[C:29]([CH2:31][NH:32][S:33]([CH3:36])(=[O:35])=[O:34])[CH:28]=[CH:27][C:6]=2[CH2:5][O:4][C:1](=[O:3])[CH3:2])(=[O:23])=[O:24])=[O:20])[N:13]=1. The yield is 0.440.